Dataset: Reaction yield outcomes from USPTO patents with 853,638 reactions. Task: Predict the reaction yield, written as a fraction of the theoretical maximum amount of product (1.0 means a 100% yield; for example, 0.34 means a 34% yield). (1) The reactants are [CH3:1][C:2]1[CH:3]=[CH:4][CH:5]=[CH:6][C:7]=1[NH2:8].CCN(CC)CC.[CH3:16][C:17]([CH3:22])([CH3:21])[C:18](Cl)=[O:19]. The catalyst is C(Cl)Cl. The product is [CH3:16][C:17]([CH3:22])([CH3:21])[C:18]([NH:8][C:7]1[CH:6]=[CH:5][CH:4]=[CH:3][C:2]=1[CH3:1])=[O:19]. The yield is 0.920. (2) The yield is 0.400. No catalyst specified. The reactants are [O:1]1[CH2:5][CH2:4][N:3]=[C:2]1[C@H:6]([NH:8][C:9]([C:11]1[C:19]2[C:14](=[N:15][CH:16]=[C:17]([C:20]3[C:28]4[C:23](=[CH:24][C:25]([F:29])=[CH:26][CH:27]=4)[N:22]([CH3:30])[N:21]=3)[N:18]=2)[N:13](COCC[Si](C)(C)C)[CH:12]=1)=[O:10])[CH3:7].[F-].C([N+](CCCC)(CCCC)CCCC)CCC. The product is [O:1]1[CH2:5][CH2:4][N:3]=[C:2]1[C@H:6]([NH:8][C:9]([C:11]1[C:19]2[C:14](=[N:15][CH:16]=[C:17]([C:20]3[C:28]4[C:23](=[CH:24][C:25]([F:29])=[CH:26][CH:27]=4)[N:22]([CH3:30])[N:21]=3)[N:18]=2)[NH:13][CH:12]=1)=[O:10])[CH3:7]. (3) The reactants are [CH3:1][C:2]1([CH3:18])[C:6]([CH3:8])([CH3:7])[O:5][B:4]([C:9]2[CH:17]=[CH:16][C:12]([C:13]([NH2:15])=[O:14])=[CH:11][CH:10]=2)[O:3]1.Br[C:20]1[CH:25]=[C:24]([CH:26]([F:28])[F:27])[CH:23]=[CH:22][N:21]=1.CC(C1C=C(C(C)C)C(C2C=CC=CC=2P(C2CCCCC2)C2CCCCC2)=C(C(C)C)C=1)C.C([O-])([O-])=O.[Cs+].[Cs+]. The catalyst is O1CCOCC1. The product is [F:27][CH:26]([F:28])[C:24]1[CH:23]=[CH:22][N:21]=[C:20]([NH:15][C:13](=[O:14])[C:12]2[CH:16]=[CH:17][C:9]([B:4]3[O:3][C:2]([CH3:18])([CH3:1])[C:6]([CH3:7])([CH3:8])[O:5]3)=[CH:10][CH:11]=2)[CH:25]=1. The yield is 0.790.